This data is from Reaction yield outcomes from USPTO patents with 853,638 reactions. The task is: Predict the reaction yield, written as a fraction of the theoretical maximum amount of product (1.0 means a 100% yield; for example, 0.34 means a 34% yield). The reactants are [CH3:1][C:2]1[C:6]2[C:7](=[O:19])[N:8]([CH2:11][CH2:12][N:13]3[CH2:18][CH2:17][O:16][CH2:15][CH2:14]3)[CH2:9][CH2:10][C:5]=2[NH:4][C:3]=1[CH:20]=O.[F:22][C:23]1[CH:24]=[C:25]2[C:29](=[CH:30][C:31]=1[NH2:32])[NH:28][C:27](=[O:33])[CH2:26]2. No catalyst specified. The product is [NH2:32][C:31]1[CH:30]=[C:29]2[C:25]([C:26](=[CH:20][C:3]3[NH:4][C:5]4[CH2:10][CH2:9][N:8]([CH2:11][CH2:12][N:13]5[CH2:14][CH2:15][O:16][CH2:17][CH2:18]5)[C:7](=[O:19])[C:6]=4[C:2]=3[CH3:1])[C:27](=[O:33])[NH:28]2)=[CH:24][C:23]=1[F:22]. The yield is 0.500.